Task: Predict the reactants needed to synthesize the given product.. Dataset: Full USPTO retrosynthesis dataset with 1.9M reactions from patents (1976-2016) The reactants are: [Cl:1][C:2]1[C:7]([C:8]2(O)[CH2:11][O:10][CH2:9]2)=[CH:6][CH:5]=[C:4]([CH3:13])[N:3]=1.C(N(S(F)(F)[F:20])CC)C. Given the product [Cl:1][C:2]1[C:7]([C:8]2([F:20])[CH2:11][O:10][CH2:9]2)=[CH:6][CH:5]=[C:4]([CH3:13])[N:3]=1, predict the reactants needed to synthesize it.